Dataset: Full USPTO retrosynthesis dataset with 1.9M reactions from patents (1976-2016). Task: Predict the reactants needed to synthesize the given product. (1) Given the product [ClH:16].[CH3:17][N:18]([CH3:14])[CH2:19][CH2:1][C:2]([C:4]1[CH:9]=[CH:8][C:7]([C:10]([F:11])([F:12])[F:13])=[CH:6][CH:5]=1)=[O:3], predict the reactants needed to synthesize it. The reactants are: [CH3:1][C:2]([C:4]1[CH:9]=[CH:8][C:7]([C:10]([F:13])([F:12])[F:11])=[CH:6][CH:5]=1)=[O:3].[CH2:14]=O.[ClH:16].[CH3:17][NH:18][CH3:19].Cl. (2) Given the product [NH2:8][C@H:9]([C:16]1[CH:21]=[CH:20][CH:19]=[CH:18][CH:17]=1)[CH2:10][CH2:11][OH:12], predict the reactants needed to synthesize it. The reactants are: [H-].[Al+3].[Li+].[H-].[H-].[H-].Cl.[NH2:8][C@H:9]([C:16]1[CH:21]=[CH:20][CH:19]=[CH:18][CH:17]=1)[CH2:10][C:11](OCC)=[O:12].O. (3) Given the product [N:31]1([C:29]([O:20][CH:16]2[CH2:17][CH2:18][CH2:19][N:14]([S:11]([C:1]3[C:10]4[C:5](=[CH:6][CH:7]=[CH:8][CH:9]=4)[CH:4]=[CH:3][CH:2]=3)(=[O:12])=[O:13])[CH2:15]2)=[O:30])[CH2:32][CH2:33][CH2:40][CH2:39][CH2:35]1, predict the reactants needed to synthesize it. The reactants are: [C:1]1([S:11]([N:14]2[CH2:19][CH2:18][CH2:17][CH:16]([OH:20])[CH2:15]2)(=[O:13])=[O:12])[C:10]2[C:5](=[CH:6][CH:7]=[CH:8][CH:9]=2)[CH:4]=[CH:3][CH:2]=1.C(Cl)Cl.C1N=CN([C:29]([N:31]2[CH:35]=N[CH:33]=[CH:32]2)=[O:30])C=1.N1[CH:40]=[CH:39]N=C1.N1CCCCC1.